From a dataset of Full USPTO retrosynthesis dataset with 1.9M reactions from patents (1976-2016). Predict the reactants needed to synthesize the given product. (1) Given the product [Cl:1][C:30]1[CH:25]=[C:26]([CH:31]([CH3:61])[CH2:32][N:33]([CH2:46][CH2:47][CH2:48][O:49][C:50]2[CH2:51][C:52](=[CH:56][C:57]([O:59][CH3:60])=[O:58])[CH:53]=[CH:54][CH:55]=2)[CH2:34][C:35]2[CH:40]=[CH:39][CH:38]=[C:37]([C:41]([F:44])([F:43])[F:42])[C:36]=2[Cl:45])[CH:27]=[CH:28][CH:29]=1, predict the reactants needed to synthesize it. The reactants are: [Cl:1]C1C(C(F)(F)F)=CC=CC=1CNCC(C1C=CC=CC=1Cl)C.Cl[C:25]1[CH:30]=[CH:29][CH:28]=[CH:27][C:26]=1[CH:31]([CH3:61])[CH2:32][N:33]([CH2:46][CH2:47][CH2:48][O:49][C:50]1[CH2:51][C:52](=[CH:56][C:57]([O:59][CH3:60])=[O:58])[CH:53]=[CH:54][CH:55]=1)[CH2:34][C:35]1[CH:40]=[CH:39][CH:38]=[C:37]([C:41]([F:44])([F:43])[F:42])[C:36]=1[Cl:45]. (2) Given the product [Br:13][C:3]1[CH:4]=[CH:5][C:6]([F:8])=[CH:7][C:2]=1[O:9][CH2:10][C:11]#[CH:12], predict the reactants needed to synthesize it. The reactants are: F[C:2]1([O:9][C:10]#[C:11][CH3:12])[CH:7]=[C:6]([F:8])[CH:5]=[CH:4][CH2:3]1.[Br:13]C1C=CC(F)=CC=1O.BrC1C=C(F)C=CC=1OCC#C. (3) Given the product [Br:11][C:12]1[CH:13]=[N:14][CH:15]=[C:16]([CH2:18][N:3]2[CH2:4][CH2:5][CH2:6][S:2]2(=[O:7])=[O:1])[CH:17]=1, predict the reactants needed to synthesize it. The reactants are: [O:1]=[S:2]1(=[O:7])[CH2:6][CH2:5][CH2:4][NH:3]1.[H-].[Na+].Cl.[Br:11][C:12]1[CH:13]=[N:14][CH:15]=[C:16]([CH2:18]Cl)[CH:17]=1. (4) Given the product [Cl:20][C:21]1[CH:22]=[C:23]([CH:27]=[CH:28][CH:29]=1)[C:24]([NH:19][C:14]1[CH:13]=[C:12]2[C:17]([CH:18]=[C:10]([C:3]3[C:4]([O:8][CH3:9])=[N:5][CH:6]=[CH:7][C:2]=3[I:1])[NH:11]2)=[CH:16][CH:15]=1)=[O:25], predict the reactants needed to synthesize it. The reactants are: [I:1][C:2]1[CH:7]=[CH:6][N:5]=[C:4]([O:8][CH3:9])[C:3]=1[C:10]1[NH:11][C:12]2[C:17]([CH:18]=1)=[CH:16][CH:15]=[C:14]([NH2:19])[CH:13]=2.[Cl:20][C:21]1[CH:22]=[C:23]([CH:27]=[CH:28][CH:29]=1)[C:24](O)=[O:25].CN(C(ON1N=NC2C=CC=NC1=2)=[N+](C)C)C.F[P-](F)(F)(F)(F)F.O. (5) Given the product [CH3:1][O:2][C:3]1[CH:8]=[CH:7][CH:6]=[CH:5][C:4]=1[CH2:9][CH2:10][CH2:11][OH:12], predict the reactants needed to synthesize it. The reactants are: [CH3:1][O:2][C:3]1[CH:8]=[CH:7][CH:6]=[CH:5][C:4]=1[CH2:9][CH2:10][C:11](O)=[O:12].CO. (6) Given the product [F:1][C:2]1[CH:7]=[CH:6][C:5]([CH:8]([OH:41])[CH2:9][N:10]2[C:15](=[O:16])[C:14]3[CH:17]=[C:18]([CH2:20][C:21]([F:24])([F:23])[F:22])[S:19][C:13]=3[N:12]([CH2:25][C:26]3[CH:31]=[CH:30][C:29]([C:32]4[C:33]([C:38]#[N:39])=[CH:34][CH:35]=[CH:36][CH:37]=4)=[CH:28][CH:27]=3)[C:11]2=[O:40])=[CH:4][CH:3]=1, predict the reactants needed to synthesize it. The reactants are: [F:1][C:2]1[CH:7]=[CH:6][C:5]([C:8](=[O:41])[CH2:9][N:10]2[C:15](=[O:16])[C:14]3[CH:17]=[C:18]([CH2:20][C:21]([F:24])([F:23])[F:22])[S:19][C:13]=3[N:12]([CH2:25][C:26]3[CH:31]=[CH:30][C:29]([C:32]4[C:33]([C:38]#[N:39])=[CH:34][CH:35]=[CH:36][CH:37]=4)=[CH:28][CH:27]=3)[C:11]2=[O:40])=[CH:4][CH:3]=1.O1CCCC1.[BH4-].[Na+]. (7) Given the product [F:1][C:2]1[CH:7]=[CH:6][C:5]([C:8]2[CH:13]=[CH:12][N:11]([C:18]3[CH:19]=[CH:20][C:21]4[C:22]5[CH2:31][N:30]([C:32]([O:34][C:35]([CH3:38])([CH3:37])[CH3:36])=[O:33])[CH2:29][CH2:28][C:23]=5[N:24]([CH3:27])[C:25]=4[CH:26]=3)[C:10](=[O:14])[CH:9]=2)=[C:4]([O:15][CH3:16])[CH:3]=1, predict the reactants needed to synthesize it. The reactants are: [F:1][C:2]1[CH:7]=[CH:6][C:5]([C:8]2[CH:13]=[CH:12][NH:11][C:10](=[O:14])[CH:9]=2)=[C:4]([O:15][CH3:16])[CH:3]=1.Br[C:18]1[CH:19]=[CH:20][C:21]2[C:22]3[CH2:31][N:30]([C:32]([O:34][C:35]([CH3:38])([CH3:37])[CH3:36])=[O:33])[CH2:29][CH2:28][C:23]=3[N:24]([CH3:27])[C:25]=2[CH:26]=1.